From a dataset of Forward reaction prediction with 1.9M reactions from USPTO patents (1976-2016). Predict the product of the given reaction. (1) Given the reactants C(OC([N:8]1[CH2:13][CH2:12][N:11]([C:14]([CH3:18])([CH3:17])[CH2:15][OH:16])[CH2:10][CH2:9]1)=O)(C)(C)C.[ClH:19], predict the reaction product. The product is: [ClH:19].[CH3:18][C:14]([N:11]1[CH2:10][CH2:9][NH:8][CH2:13][CH2:12]1)([CH3:17])[CH2:15][OH:16]. (2) Given the reactants [Br:1][C:2]1[C:8]([F:9])=[CH:7][CH:6]=[CH:5][C:3]=1[NH2:4].[C:10](Cl)(=[O:14])[CH2:11][CH2:12][CH3:13].N1C=CC=CC=1.O, predict the reaction product. The product is: [Br:1][C:2]1[C:8]([F:9])=[CH:7][CH:6]=[CH:5][C:3]=1[NH:4][C:10](=[O:14])[CH2:11][CH2:12][CH3:13]. (3) Given the reactants [CH2:1]([C:4]1([CH3:20])[O:9][CH2:8][C@@H:7]([CH2:10][CH3:11])[N:6]([CH2:12][C:13]2[CH:18]=[CH:17][CH:16]=[CH:15][CH:14]=2)[C:5]1=[O:19])[CH:2]=C.[O:21]=[O+][O-].O=O.CSC, predict the reaction product. The product is: [CH2:12]([N:6]1[C@H:7]([CH2:10][CH3:11])[CH2:8][O:9][C:4]([CH2:1][CH:2]=[O:21])([CH3:20])[C:5]1=[O:19])[C:13]1[CH:18]=[CH:17][CH:16]=[CH:15][CH:14]=1. (4) Given the reactants [OH:1][C:2]1[CH:10]=[CH:9][CH:8]=[C:7]2[C:3]=1[CH:4]=[C:5]([CH3:11])[NH:6]2.[CH2:12]([O:19][C:20](=[O:23])[CH2:21]Br)[C:13]1[CH:18]=[CH:17][CH:16]=[CH:15][CH:14]=1.C(=O)([O-])[O-].[K+].[K+], predict the reaction product. The product is: [CH2:12]([O:19][C:20](=[O:23])[CH2:21][O:1][C:2]1[CH:10]=[CH:9][CH:8]=[C:7]2[C:3]=1[CH:4]=[C:5]([CH3:11])[NH:6]2)[C:13]1[CH:18]=[CH:17][CH:16]=[CH:15][CH:14]=1. (5) Given the reactants [OH:1][C:2]12[CH2:8][C:5]([NH:9]C(=O)OCC3C=CC=CC=3)([CH2:6][CH2:7]1)[CH2:4][CH2:3]2.CO.[H][H].[OH-].[NH4+].CO.C(Cl)[Cl:29], predict the reaction product. The product is: [ClH:29].[NH2:9][C:5]12[CH2:8][C:2]([OH:1])([CH2:7][CH2:6]1)[CH2:3][CH2:4]2. (6) Given the reactants [F:1][C:2]1[C:3]([NH:18][CH:19]2[CH:24]3[CH2:25][CH:21]([CH2:22][CH:23]3C(O)=O)[CH2:20]2)=[N:4][C:5]([C:8]2[C:16]3[C:11](=[N:12][CH:13]=[C:14]([F:17])[CH:15]=3)[NH:10][CH:9]=2)=[N:6][CH:7]=1.C([N:31]([CH2:34]C)CC)C.N(P(OC1C=CC=CC=1)(OC1C=CC=CC=1)=[O:40])=[N+]=[N-].[NH:55]1[CH2:59][CH2:58][CH2:57][CH2:56]1, predict the reaction product. The product is: [F:1][C:2]1[C:3]([NH:18][CH:19]2[CH:24]3[CH2:25][CH:21]([CH2:22][CH:23]3[NH:31][C:34]([N:55]3[CH2:59][CH2:58][CH2:57][CH2:56]3)=[O:40])[CH2:20]2)=[N:4][C:5]([C:8]2[C:16]3[C:11](=[N:12][CH:13]=[C:14]([F:17])[CH:15]=3)[NH:10][CH:9]=2)=[N:6][CH:7]=1. (7) Given the reactants [H-].[H-].[H-].[H-].[Li+].[Al+3].C[O:8][C:9](=O)[C:10]1[CH:15]=[C:14]([C:16]#[N:17])[CH:13]=[CH:12][C:11]=1[CH2:18][N:19]([CH2:30][C:31]1[C:36]([CH3:37])=[CH:35][CH:34]=[CH:33][N:32]=1)[CH:20]1[C:29]2[N:28]=[CH:27][CH:26]=[CH:25][C:24]=2[CH2:23][CH2:22][CH2:21]1.C(C(C(C([O-])=O)O)O)([O-])=O.[K+].[Na+], predict the reaction product. The product is: [NH2:17][CH2:16][C:14]1[CH:13]=[CH:12][C:11]([CH2:18][N:19]([CH2:30][C:31]2[C:36]([CH3:37])=[CH:35][CH:34]=[CH:33][N:32]=2)[CH:20]2[C:29]3[N:28]=[CH:27][CH:26]=[CH:25][C:24]=3[CH2:23][CH2:22][CH2:21]2)=[C:10]([CH2:9][OH:8])[CH:15]=1. (8) Given the reactants [N:1]1([CH2:6][CH2:7][NH:8][C:9]2[N:14]=[C:13]([C:15]3[S:19][C:18]4[C:20]([C:24]5[CH:29]=[C:28]([F:30])[CH:27]=[CH:26][C:25]=5C(=O)C)=[CH:21][CH:22]=[CH:23][C:17]=4[CH:16]=3)[C:12]([F:34])=[CH:11][N:10]=2)[CH:5]=[CH:4][N:3]=[N:2]1.C[C:36](C)(C)[C:37]([OH:39])=O.[CH3:42][NH:43][CH2:44][CH2:45]O.C([BH3-])#N, predict the reaction product. The product is: [NH3:1].[N:1]1([CH2:6][CH2:7][NH:8][C:9]2[N:14]=[C:13]([C:15]3[S:19][C:18]4[C:20]([C:24]5[CH:29]=[C:28]([F:30])[CH:27]=[CH:26][C:25]=5[CH:44]([N:43]([CH3:42])[CH2:36][CH2:37][OH:39])[CH3:45])=[CH:21][CH:22]=[CH:23][C:17]=4[CH:16]=3)[C:12]([F:34])=[CH:11][N:10]=2)[CH:5]=[CH:4][N:3]=[N:2]1.